Task: Predict the product of the given reaction.. Dataset: Forward reaction prediction with 1.9M reactions from USPTO patents (1976-2016) (1) Given the reactants [CH:1]([C:4]1[CH:13]=[C:12]2[C:7]([C:8](=[O:20])[N:9]([NH:15][S:16]([CH3:19])(=[O:18])=[O:17])[C:10](=[O:14])[NH:11]2)=[CH:6][C:5]=1[C:21]1[N:22]([CH3:26])[N:23]=[CH:24][CH:25]=1)([CH3:3])[CH3:2].[C:27](Cl)(=[O:31])[CH2:28][CH2:29][CH3:30], predict the reaction product. The product is: [C:27]([N:15]([N:9]1[C:8](=[O:20])[C:7]2[C:12](=[CH:13][C:4]([CH:1]([CH3:3])[CH3:2])=[C:5]([C:21]3[N:22]([CH3:26])[N:23]=[CH:24][CH:25]=3)[CH:6]=2)[NH:11][C:10]1=[O:14])[S:16]([CH3:19])(=[O:17])=[O:18])(=[O:31])[CH2:28][CH2:29][CH3:30]. (2) Given the reactants [Br:1][C:2]1[CH:7]=[CH:6][C:5]([NH:8][C:9]([C:11]2[C:12](=[O:28])[N:13]([CH:17]3[C:25]4[C:20](=[C:21]([O:26]C)[CH:22]=[CH:23][CH:24]=4)[CH2:19][CH2:18]3)[CH:14]=[CH:15][CH:16]=2)=[O:10])=[CH:4][CH:3]=1.B(Br)(Br)Br, predict the reaction product. The product is: [Br:1][C:2]1[CH:7]=[CH:6][C:5]([NH:8][C:9]([C:11]2[C:12](=[O:28])[N:13]([CH:17]3[C:25]4[C:20](=[C:21]([OH:26])[CH:22]=[CH:23][CH:24]=4)[CH2:19][CH2:18]3)[CH:14]=[CH:15][CH:16]=2)=[O:10])=[CH:4][CH:3]=1.